From a dataset of Full USPTO retrosynthesis dataset with 1.9M reactions from patents (1976-2016). Predict the reactants needed to synthesize the given product. The reactants are: [C:1]([C:4]1[CH:5]=[C:6](B(OC(C)C)OC(C)C)[CH:7]=[N:8][CH:9]=1)#[C:2][CH3:3].FC(F)(F)S(O[C:25]1[CH:38]=[C:37]2[C:28]([O:29][C:30]3[C:31]([F:58])=[CH:32][C:33]([C:52]4[CH2:53][O:54][CH2:55][CH2:56][CH:57]=4)=[CH:34][C:35]=3[C@:36]32[N:43]=[C:42]([NH:44]C(OC(C)(C)C)=O)[CH2:41][O:40][CH2:39]3)=[CH:27][CH:26]=1)(=O)=O.C(=O)([O-])[O-].[Na+].[Na+].C(O)(C(F)(F)F)=O. Given the product [O:54]1[CH2:55][CH2:56][CH:57]=[C:52]([C:33]2[CH:32]=[C:31]([F:58])[C:30]3[O:29][C:28]4[C:37](=[CH:38][C:25]([C:6]5[CH:7]=[N:8][CH:9]=[C:4]([C:1]#[C:2][CH3:3])[CH:5]=5)=[CH:26][CH:27]=4)[C@:36]4([N:43]=[C:42]([NH2:44])[CH2:41][O:40][CH2:39]4)[C:35]=3[CH:34]=2)[CH2:53]1, predict the reactants needed to synthesize it.